From a dataset of Catalyst prediction with 721,799 reactions and 888 catalyst types from USPTO. Predict which catalyst facilitates the given reaction. (1) Reactant: [CH2:1]([NH:8][C:9]([N:11]1[C:19]2[C:14](=[CH:15][C:16]([NH:20][S:21]([C:24]3[CH:29]=[C:28]([Cl:30])[CH:27]=[C:26]([Cl:31])[CH:25]=3)(=[O:23])=[O:22])=[CH:17][CH:18]=2)[CH:13]=[CH:12]1)=[O:10])[C:2]1[CH:7]=[CH:6][CH:5]=[CH:4][CH:3]=1.C(=O)([O-])[O-].[K+].[K+].Br[CH2:39][C:40]([O:42][C:43]([CH3:46])([CH3:45])[CH3:44])=[O:41].O. Product: [CH2:1]([NH:8][C:9]([N:11]1[C:19]2[C:14](=[CH:15][C:16]([N:20]([CH2:39][C:40]([O:42][C:43]([CH3:46])([CH3:45])[CH3:44])=[O:41])[S:21]([C:24]3[CH:29]=[C:28]([Cl:30])[CH:27]=[C:26]([Cl:31])[CH:25]=3)(=[O:23])=[O:22])=[CH:17][CH:18]=2)[CH:13]=[CH:12]1)=[O:10])[C:2]1[CH:7]=[CH:6][CH:5]=[CH:4][CH:3]=1. The catalyst class is: 42. (2) Reactant: O([C:12]([O:14][CH2:15][C:16]1[CH:21]=[CH:20][CH:19]=[CH:18][CH:17]=1)=[O:13])[C:12]([O:14][CH2:15][C:16]1[CH:21]=[CH:20][CH:19]=[CH:18][CH:17]=1)=[O:13].[CH:22]([C:25]1[CH:26]=[CH:27][C:28]([O:52][CH3:53])=[C:29]([C:31]2[CH:36]=[CH:35][C:34]([C:37]([F:40])([F:39])[F:38])=[CH:33][C:32]=2[CH2:41][NH:42][CH2:43][CH:44]([C:46]2[CH:51]=[CH:50][CH:49]=[CH:48][N:47]=2)[OH:45])[CH:30]=1)([CH3:24])[CH3:23]. Product: [OH:45][CH:44]([C:46]1[CH:51]=[CH:50][CH:49]=[CH:48][N:47]=1)[CH2:43][N:42]([CH2:41][C:32]1[CH:33]=[C:34]([C:37]([F:39])([F:40])[F:38])[CH:35]=[CH:36][C:31]=1[C:29]1[CH:30]=[C:25]([CH:22]([CH3:24])[CH3:23])[CH:26]=[CH:27][C:28]=1[O:52][CH3:53])[C:12](=[O:13])[O:14][CH2:15][C:16]1[CH:17]=[CH:18][CH:19]=[CH:20][CH:21]=1. The catalyst class is: 2.